From a dataset of Experimentally validated miRNA-target interactions with 360,000+ pairs, plus equal number of negative samples. Binary Classification. Given a miRNA mature sequence and a target amino acid sequence, predict their likelihood of interaction. (1) The miRNA is hsa-miR-3160-3p with sequence AGAGCUGAGACUAGAAAGCCCA. The protein sequence of the target gene is MPGVTVKDVNQQEFVRALAAFLKKSGKLKVPEWVDTVKLAKHKELAPYDENWFYTRAASTARHLYLRGGAGVGSMTKIYGGRQRNGVMPSHFSRGSKSVARRVLQALEGLKMVEKDQDGGRKLTPQGQRDLDRIAGQVAAANKKH. Result: 1 (interaction). (2) The miRNA is hsa-miR-6509-5p with sequence AUUAGGUAGUGGCAGUGGAAC. The protein sequence of the target gene is MASKVSCLYVLTVVCWASALWYLSITRPTSSYTGSKPFSHLTVARKNFTFGNIRTRPINPHSFEFLINEPNKCEKNIPFLVILISTTHKEFDARQAIRETWGDENNFKGIKIATLFLLGKNADPVLNQMVEQESQIFHDIIVEDFIDSYHNLTLKTLMGMRWVATFCSKAKYVMKTDSDIFVNMDNLIYKLLKPSTKPRRRYFTGYVINGGPIRDVRSKWYMPRDLYPDSNYPPFCSGTGYIFSADVAELIYKTSLHTRLLHLEDVYVGLCLRKLGIHPFQNSGFNHWKMAYSLCRYRRV.... Result: 0 (no interaction). (3) The miRNA is hsa-miR-26b-5p with sequence UUCAAGUAAUUCAGGAUAGGU. The protein sequence of the target gene is MAERQEEQRGSPPLRAEGKADAEVKLILYHWTHSFSSQKVRLVIAEKALKCEEHDVSLPLSEHNEPWFMRLNSTGEVPVLIHGENIICEATQIIDYLEQTFLDERTPRLMPDKESMYYPRVQHYRELLDSLPMDAYTHGCILHPELTVDSMIPAYATTRIRSQIGNTESELKKLAEENPDLQEAYIAKQKRLKSKLLDHDNVKYLKKILDELEKVLDQVETELQRRNEETPEEGQQPWLCGESFTLADVSLAVTLHRLKFLGFARRNWGNGKRPNLETYYERVLKRKTFNKVLGHVNNIL.... Result: 1 (interaction).